From a dataset of Reaction yield outcomes from USPTO patents with 853,638 reactions. Predict the reaction yield, written as a fraction of the theoretical maximum amount of product (1.0 means a 100% yield; for example, 0.34 means a 34% yield). (1) The reactants are [Br:1][C:2]1[CH:10]=[C:9]([Cl:11])[C:5]([C:6](O)=[O:7])=[C:4]([Cl:12])[CH:3]=1.S(Cl)([Cl:15])=O. The catalyst is ClCCl. The product is [Br:1][C:2]1[CH:10]=[C:9]([Cl:11])[C:5]([C:6]([Cl:15])=[O:7])=[C:4]([Cl:12])[CH:3]=1. The yield is 1.00. (2) The reactants are [I:1][C:2]1[CH:3]=[C:4]2[C:9](=[N:10][C:11]=1[O:12][CH3:13])[N:8]([CH3:14])[CH:7]=[C:6]([C:15]([O:17]CC)=[O:16])[C:5]2=[O:20].[OH-].[Na+].Cl. The catalyst is CO. The product is [I:1][C:2]1[CH:3]=[C:4]2[C:9](=[N:10][C:11]=1[O:12][CH3:13])[N:8]([CH3:14])[CH:7]=[C:6]([C:15]([OH:17])=[O:16])[C:5]2=[O:20]. The yield is 0.960. (3) The reactants are [F:1][C:2]1[S:6][C:5]([C:7]2[CH:13]=[CH:12][CH:11]=[C:10]([N+:14]([O-])=O)[C:8]=2[NH2:9])=[CH:4][CH:3]=1.CC(O)=O. The catalyst is CCOC(C)=O.[Zn]. The product is [F:1][C:2]1[S:6][C:5]([C:7]2[CH:13]=[CH:12][CH:11]=[C:10]([NH2:14])[C:8]=2[NH2:9])=[CH:4][CH:3]=1. The yield is 0.919. (4) The reactants are [C:1]1([S:7]([N:10]2[C:14]3[N:15]=[N:16][C:17]([C:19]#[C:20][CH2:21][CH2:22][N:23]4[CH:27]=[C:26]([C:28]([O:30][CH3:31])=[O:29])[N:25]=[N:24]4)=[CH:18][C:13]=3[CH:12]=[CH:11]2)(=[O:9])=[O:8])[CH:6]=[CH:5][CH:4]=[CH:3][CH:2]=1.CN(C=O)C. The catalyst is [Pd].C(O)C. The product is [C:1]1([S:7]([N:10]2[C:14]3[N:15]=[N:16][C:17]([CH2:19][CH2:20][CH2:21][CH2:22][N:23]4[CH:27]=[C:26]([C:28]([O:30][CH3:31])=[O:29])[N:25]=[N:24]4)=[CH:18][C:13]=3[CH:12]=[CH:11]2)(=[O:9])=[O:8])[CH:6]=[CH:5][CH:4]=[CH:3][CH:2]=1. The yield is 0.340. (5) The reactants are [F:1][C:2]1[CH:7]=[C:6]([N+:8]([O-:10])=[O:9])[CH:5]=[CH:4][C:3]=1[NH2:11].[Br:12]Br.C([O-])(O)=O.[Na+]. The catalyst is CC(O)=O. The product is [Br:12][C:4]1[CH:5]=[C:6]([N+:8]([O-:10])=[O:9])[CH:7]=[C:2]([F:1])[C:3]=1[NH2:11]. The yield is 0.970.